This data is from Forward reaction prediction with 1.9M reactions from USPTO patents (1976-2016). The task is: Predict the product of the given reaction. (1) Given the reactants [NH2:1][CH2:2][C@H:3]1[C@H:9]([C:10]2[CH:15]=[CH:14][C:13]([Cl:16])=[C:12]([Cl:17])[CH:11]=2)[O:8][CH2:7][CH2:6][N:5]([C:18]([O:20][C:21]([CH3:24])([CH3:23])[CH3:22])=[O:19])[CH2:4]1.C(N(CC)CC)C.Cl[C:33]([O:35][C:36]1[CH:41]=[CH:40][C:39]([N+:42]([O-:44])=[O:43])=[CH:38][CH:37]=1)=[O:34].O, predict the reaction product. The product is: [Cl:17][C:12]1[CH:11]=[C:10]([C@@H:9]2[O:8][CH2:7][CH2:6][N:5]([C:18]([O:20][C:21]([CH3:24])([CH3:23])[CH3:22])=[O:19])[CH2:4][C@H:3]2[CH2:2][NH:1][C:33]([O:35][C:36]2[CH:37]=[CH:38][C:39]([N+:42]([O-:44])=[O:43])=[CH:40][CH:41]=2)=[O:34])[CH:15]=[CH:14][C:13]=1[Cl:16]. (2) Given the reactants C([O:8][C:9]1[CH:14]=[CH:13][C:12]([C:15]2[O:19][N:18]=[C:17]([C:20]3[CH:25]=[CH:24][C:23]([O:26][CH3:27])=[CH:22][CH:21]=3)[N:16]=2)=[CH:11][CH:10]=1)C1C=CC=CC=1, predict the reaction product. The product is: [CH3:27][O:26][C:23]1[CH:22]=[CH:21][C:20]([C:17]2[N:16]=[C:15]([C:12]3[CH:13]=[CH:14][C:9]([OH:8])=[CH:10][CH:11]=3)[O:19][N:18]=2)=[CH:25][CH:24]=1. (3) Given the reactants [CH2:1]([N:8]1[CH2:13][C:12](=O)[N:11]2[CH2:15][CH2:16][CH2:17][CH2:18][CH:10]2[C:9]1=O)[C:2]1[CH:7]=[CH:6][CH:5]=[CH:4][CH:3]=1.O.[OH-].[Na+], predict the reaction product. The product is: [CH2:1]([N:8]1[CH2:13][CH2:12][N:11]2[CH2:15][CH2:16][CH2:17][CH2:18][CH:10]2[CH2:9]1)[C:2]1[CH:7]=[CH:6][CH:5]=[CH:4][CH:3]=1. (4) The product is: [Cl:1][C:2]1[CH:7]=[CH:6][C:5]([N:8]2[CH:13]=[CH:12][C:11](=[O:14])[C:10]([C:15](=[O:29])[C:16]3[CH:21]=[CH:20][C:19]([OH:22])=[CH:18][CH:17]=3)=[N:9]2)=[CH:4][CH:3]=1. Given the reactants [Cl:1][C:2]1[CH:7]=[CH:6][C:5]([N:8]2[CH:13]=[CH:12][C:11](=[O:14])[C:10]([C:15](=[O:29])[C:16]3[CH:21]=[CH:20][C:19]([O:22]C4CCCCO4)=[CH:18][CH:17]=3)=[N:9]2)=[CH:4][CH:3]=1.Cl.O1CCOCC1, predict the reaction product. (5) Given the reactants Cl[C:2]1[CH:7]=[CH:6][N:5]2[N:8]=[CH:9][C:10]([C:11]([NH:13][C:14]3[C:15]([C:20]4[CH:25]=[C:24]([Cl:26])[CH:23]=[CH:22][C:21]=4[Cl:27])=[N:16][N:17]([CH3:19])[CH:18]=3)=[O:12])=[C:4]2[N:3]=1.[NH3:28], predict the reaction product. The product is: [Cl:27][C:21]1[CH:22]=[CH:23][C:24]([Cl:26])=[CH:25][C:20]=1[C:15]1[C:14]([NH:13][C:11]([C:10]2[CH:9]=[N:8][N:5]3[CH:6]=[CH:7][C:2]([NH2:28])=[N:3][C:4]=23)=[O:12])=[CH:18][N:17]([CH3:19])[N:16]=1. (6) Given the reactants Cl.[Cl:2][C:3]1[CH:8]=[CH:7][C:6]([CH2:9][C:10]([NH2:12])=[NH:11])=[CH:5][CH:4]=1.C([O:15][C:16](=O)[CH:17]([NH:23][C:24](=[O:32])[C:25]1[CH:30]=[CH:29][CH:28]=[C:27]([F:31])[CH:26]=1)[C:18](OCC)=[O:19])C, predict the reaction product. The product is: [ClH:2].[Cl:2][C:3]1[CH:4]=[CH:5][C:6]([CH2:9][C:10]2[N:12]=[C:16]([OH:15])[C:17]([NH:23][C:24](=[O:32])[C:25]3[CH:30]=[CH:29][CH:28]=[C:27]([F:31])[CH:26]=3)=[C:18]([OH:19])[N:11]=2)=[CH:7][CH:8]=1. (7) Given the reactants [F:1][C:2]1[CH:7]=[C:6]([I:8])[CH:5]=[CH:4][C:3]=1[NH:9][C:10]1[C:19]([F:20])=[C:18]2[C:13]([C:14]([CH3:21])=[N:15][CH:16]=[N:17]2)=[CH:12][C:11]=1C(O)=O.C([N:27]([CH2:30]C)CC)C.C1(P(N=[N+]=[N-])(C2C=CC=CC=2)=[O:39])C=CC=CC=1, predict the reaction product. The product is: [F:1][C:2]1[CH:7]=[C:6]([I:8])[CH:5]=[CH:4][C:3]=1[N:9]1[C:10]2[C:11](=[CH:12][C:13]3[C:14]([CH3:21])=[N:15][CH:16]=[N:17][C:18]=3[C:19]=2[F:20])[NH:27][C:30]1=[O:39].